Dataset: Catalyst prediction with 721,799 reactions and 888 catalyst types from USPTO. Task: Predict which catalyst facilitates the given reaction. (1) Reactant: CC1C=CC(S(O)(=O)=O)=CC=1.C(Cl)Cl.[CH3:15][O:16][C:17]1[CH:18]=[C:19]2[C@H:36]3[C@H:27]([O:28][C:29]4[C:30]5[CH:41]=[CH:40][C:39]([CH3:43])([CH3:42])[O:38][C:31]=5[CH:32]=[CH:33][C:34]=4[C@H:35]3[OH:37])[CH2:26][O:25][C:20]2=[CH:21][C:22]=1[O:23][CH3:24].[CH2:44]1[CH2:49][O:48][CH:47]=[CH:46][CH2:45]1. Product: [CH3:15][O:16][C:17]1[CH:18]=[C:19]2[C@@H:36]3[C@H:27]([O:28][C:29]4[C:30]5[CH:41]=[CH:40][C:39]([CH3:43])([CH3:42])[O:38][C:31]=5[CH:32]=[CH:33][C:34]=4[C@H:35]3[O:37][CH:47]3[CH2:46][CH2:45][CH2:44][CH2:49][O:48]3)[CH2:26][O:25][C:20]2=[CH:21][C:22]=1[O:23][CH3:24]. The catalyst class is: 6. (2) Reactant: [CH3:1][S:2]([C:5]1[CH:10]=[CH:9][CH:8]=[CH:7][C:6]=1[S:11](Cl)(=[O:13])=[O:12])(=[O:4])=[O:3].[NH2:15][C:16]1[CH:17]=[C:18]2[C:22](=[CH:23][C:24]=1[CH3:25])[NH:21][N:20]=[C:19]2[C:26]1[CH:31]=[CH:30][CH:29]=[CH:28][CH:27]=1. Product: [CH3:1][S:2]([C:5]1[CH:10]=[CH:9][CH:8]=[CH:7][C:6]=1[S:11]([NH:15][C:16]1[CH:17]=[C:18]2[C:22](=[CH:23][C:24]=1[CH3:25])[NH:21][N:20]=[C:19]2[C:26]1[CH:27]=[CH:28][CH:29]=[CH:30][CH:31]=1)(=[O:13])=[O:12])(=[O:4])=[O:3]. The catalyst class is: 228.